The task is: Predict the reactants needed to synthesize the given product.. This data is from Full USPTO retrosynthesis dataset with 1.9M reactions from patents (1976-2016). (1) Given the product [Cl:12][C:13]1[C:14]([NH:21][CH2:22][CH:23]2[CH2:25][CH:24]2[C:26]2[CH:31]=[CH:30][C:29]([F:32])=[CH:28][CH:27]=2)=[CH:15][N:16]=[N:17][C:18]=1[NH:19][NH:20][C:9](=[O:11])[CH2:8][CH:5]1[CH2:6][CH2:7]1, predict the reactants needed to synthesize it. The reactants are: S(Cl)(Cl)=O.[CH:5]1([CH2:8][C:9]([OH:11])=O)[CH2:7][CH2:6]1.[Cl:12][C:13]1[C:14]([NH:21][CH2:22][CH:23]2[CH2:25][CH:24]2[C:26]2[CH:31]=[CH:30][C:29]([F:32])=[CH:28][CH:27]=2)=[CH:15][N:16]=[N:17][C:18]=1[NH:19][NH2:20].C(=O)(O)[O-].[Na+]. (2) Given the product [CH3:37][O:38][C:39](=[O:43])[CH2:40][CH2:41][NH:42][C:23](=[O:24])[CH:22]([N:8]1[CH2:9][CH2:10][CH2:11][C:12]2[CH:17]=[C:16]([O:18][CH3:19])[C:15]([O:20][CH3:21])=[CH:14][C:13]=2[CH:7]1[CH2:6][C:5]1[CH:32]=[CH:33][C:34]([O:35][CH3:36])=[C:3]([O:2][CH3:1])[CH:4]=1)[C:26]1[CH:31]=[CH:30][CH:29]=[CH:28][CH:27]=1, predict the reactants needed to synthesize it. The reactants are: [CH3:1][O:2][C:3]1[CH:4]=[C:5]([CH:32]=[CH:33][C:34]=1[O:35][CH3:36])[CH2:6][CH:7]1[C:13]2[CH:14]=[C:15]([O:20][CH3:21])[C:16]([O:18][CH3:19])=[CH:17][C:12]=2[CH2:11][CH2:10][CH2:9][N:8]1[CH:22]([C:26]1[CH:31]=[CH:30][CH:29]=[CH:28][CH:27]=1)[C:23](O)=[O:24].[CH3:37][O:38][C:39](=[O:43])[CH2:40][CH2:41][NH2:42]. (3) Given the product [ClH:31].[C:12]([C:16]1[N:17]=[C:18]([CH:32]2[CH2:33][CH2:34][CH2:35]2)[CH:19]=[C:20]([N:22]2[CH2:27][CH2:26][N:25]([CH2:28][CH2:29][CH2:30][S:1][C:2]3[N:7]=[CH:6][CH:5]=[CH:4][N:3]=3)[CH2:24][CH2:23]2)[N:21]=1)([CH3:15])([CH3:13])[CH3:14].[ClH:31], predict the reactants needed to synthesize it. The reactants are: [SH:1][C:2]1[N:7]=[CH:6][CH:5]=[CH:4][N:3]=1.[OH-].[Li+].[I-].[Na+].[C:12]([C:16]1[N:21]=[C:20]([N:22]2[CH2:27][CH2:26][N:25]([CH2:28][CH2:29][CH2:30][Cl:31])[CH2:24][CH2:23]2)[CH:19]=[C:18]([CH:32]2[CH2:35][CH2:34][CH2:33]2)[N:17]=1)([CH3:15])([CH3:14])[CH3:13]. (4) Given the product [C:17]([SiH2:16][O:15][C:14]([CH3:22])([CH3:21])[C@@H:9]1[CH2:10][O:11][CH2:12][CH2:13][NH:8]1)([CH3:20])([CH3:18])[CH3:19], predict the reactants needed to synthesize it. The reactants are: C([N:8]1[CH2:13][CH2:12][O:11][CH2:10][C@H:9]1[C:14]([CH3:22])([CH3:21])[O:15][SiH2:16][C:17]([CH3:20])([CH3:19])[CH3:18])C1C=CC=CC=1. (5) Given the product [C:1]([O:6][CH2:9][C:8]#[CH:7])(=[O:5])[C:2]([CH3:4])=[O:3], predict the reactants needed to synthesize it. The reactants are: [C:1]([OH:6])(=[O:5])[C:2]([CH3:4])=[O:3].[CH2:7](O)[C:8]#[CH:9].CC1C=CC(S(O)(=O)=O)=CC=1. (6) Given the product [C:1]([O:5][C:6](=[O:9])[CH2:7]/[N:8]=[CH:11]/[CH2:10][C:12]([CH2:18][CH3:19])([CH2:16][CH3:17])[CH2:13][CH3:14])([CH3:4])([CH3:3])[CH3:2], predict the reactants needed to synthesize it. The reactants are: [C:1]([O:5][C:6](=[O:9])[CH2:7][NH2:8])([CH3:4])([CH3:3])[CH3:2].[CH2:10]([C:12]([CH2:18][CH3:19])([CH2:16][CH3:17])[CH2:13][CH:14]=O)[CH3:11]. (7) Given the product [Cl:1][C:2]1[CH:7]=[C:6]([Cl:8])[CH:5]=[CH:4][C:3]=1[O:9][CH2:10][Cl:17], predict the reactants needed to synthesize it. The reactants are: [Cl:1][C:2]1[CH:7]=[C:6]([Cl:8])[CH:5]=[CH:4][C:3]=1[O:9][CH2:10]S(C)=O.C([Cl:17])(=O)C. (8) Given the product [CH3:8][CH:14]=[N+:15]([CH3:17])[O-:16].[CH3:22][N:20]1[CH:19]([CH3:18])[CH2:25][CH:24]([CH2:23][N:26]2[C:38]3[C:37]4[CH:36]=[CH:35][CH:34]=[CH:33][C:32]=4[N:31]=[C:30]([NH2:39])[C:29]=3[N:28]=[C:27]2[CH2:40][O:41][CH2:42][CH3:43])[O:21]1, predict the reactants needed to synthesize it. The reactants are: C(=O)C.Cl.CNO.[C:8]1([CH:14]=[N+:15]([CH3:17])[O-:16])C=CC=CC=1.[CH3:18][CH:19]=[N+:20]([CH3:22])[O-:21].[CH2:23]([N:26]1[C:38]2[C:37]3[CH:36]=[CH:35][CH:34]=[CH:33][C:32]=3[N:31]=[C:30]([NH2:39])[C:29]=2[N:28]=[C:27]1[CH2:40][O:41][CH2:42][CH3:43])[CH:24]=[CH2:25]. (9) Given the product [F:1][C:2]1[CH:3]=[CH:4][C:5]([CH2:6][NH:7][C:8](=[O:28])[C:9]2[CH:10]=[CH:11][C:12]([S:15]([N:18]3[C:26]4[C:21](=[CH:22][CH:23]=[CH:24][CH:25]=4)[CH:20]([CH3:27])[CH2:19]3)(=[O:16])=[O:17])=[CH:13][CH:14]=2)=[CH:29][CH:30]=1, predict the reactants needed to synthesize it. The reactants are: [F:1][C:2]1[CH:30]=[CH:29][C:5]([CH2:6][NH:7][C:8](=[O:28])[C:9]2[CH:14]=[CH:13][C:12]([S:15]([N:18]3[C:26]4[C:21](=[CH:22][CH:23]=[CH:24][CH:25]=4)[C:20]([CH3:27])=[CH:19]3)(=[O:17])=[O:16])=[CH:11][CH:10]=2)=[CH:4][CH:3]=1.[BH3-]C#N.[Na+]. (10) Given the product [C:30]1([S:27]([NH:26][C:22]2[CH:21]=[C:20]([C@@H:18]([OH:19])[CH2:17][NH:16][C:13]([CH3:14])([CH3:15])[CH2:12][CH2:11][N:7]3[C:8]4[C:4](=[CH:3][C:2]([NH:1][C:43](=[O:47])[C:44]([OH:46])=[O:45])=[CH:10][CH:9]=4)[CH:5]=[CH:6]3)[CH:25]=[CH:24][CH:23]=2)(=[O:29])=[O:28])[CH:35]=[CH:34][CH:33]=[CH:32][CH:31]=1, predict the reactants needed to synthesize it. The reactants are: [NH2:1][C:2]1[CH:3]=[C:4]2[C:8](=[CH:9][CH:10]=1)[N:7]([CH2:11][CH2:12][C:13]([NH:16][CH2:17][C@@H:18]([C:20]1[CH:21]=[C:22]([NH:26][S:27]([C:30]3[CH:35]=[CH:34][CH:33]=[CH:32][CH:31]=3)(=[O:29])=[O:28])[CH:23]=[CH:24][CH:25]=1)[OH:19])([CH3:15])[CH3:14])[CH:6]=[CH:5]2.N1C=CC=CC=1.[Cl-].[C:43](OC)(=[O:47])[C:44]([O-:46])=[O:45].[OH-].[Na+].C(O)(C(F)(F)F)=O.